Dataset: Reaction yield outcomes from USPTO patents with 853,638 reactions. Task: Predict the reaction yield, written as a fraction of the theoretical maximum amount of product (1.0 means a 100% yield; for example, 0.34 means a 34% yield). (1) The reactants are [CH2:1]([O:3][C:4]([N:6]1[CH2:22][CH2:21][C:9]2[N:10]3[C:19]4[C:18]([C:8]=2[CH2:7]1)=[CH:17][CH:16]=[CH:15][C:14]=4[NH:13][C:12](=[O:20])[CH2:11]3)=[O:5])[CH3:2].C1NC2C(=CC=CC=2)NC1=O.O=C1CCN(C(OCC)=O)CC1.N1C2C(=CC=CC=2)C=C1.[BH3-]C#N.[Na+].[OH-].[Na+]. The catalyst is C(O)(C(F)(F)F)=O.O. The product is [O:20]=[C:12]1[CH2:11][N:10]2[C@H:9]3[CH2:21][CH2:22][N:6]([C:4]([O:3][CH2:1][CH3:2])=[O:5])[CH2:7][C@H:8]3[C:18]3[C:19]2=[C:14]([CH:15]=[CH:16][CH:17]=3)[NH:13]1. The yield is 0.770. (2) The reactants are [O:1]1[CH:5]=[CH:4][C:3](C(O)=O)=[CH:2]1.C([N:11]([CH2:14]C)CC)C.C1(P(N=[N+]=[N-])(C2C=CC=CC=2)=[O:23])C=CC=CC=1.[C:33]([OH:37])([CH3:36])([CH3:35])[CH3:34]. No catalyst specified. The product is [O:1]1[CH:5]=[CH:4][C:3]([NH:11][C:14](=[O:23])[O:37][C:33]([CH3:36])([CH3:35])[CH3:34])=[CH:2]1. The yield is 0.760. (3) The reactants are COC1C=CC(P2(SP(C3C=CC(OC)=CC=3)(=S)S2)=[S:10])=CC=1.[C:23]([O:26][CH2:27][C@@:28]1([CH3:50])[O:32][C@@H:31]([N:33]2[CH:41]=[C:39]([CH3:40])[C:37](=O)[NH:36][C:34]2=[O:35])[C@H:30]([O:42][C:43](=[O:45])[CH3:44])[C@@H:29]1[O:46][C:47](=[O:49])[CH3:48])(=[O:25])[CH3:24]. The catalyst is ClCCCl. The product is [C:23]([O:26][CH2:27][C@@:28]1([CH3:50])[O:32][C@@H:31]([N:33]2[CH:41]=[C:39]([CH3:40])[C:37](=[S:10])[NH:36][C:34]2=[O:35])[C@H:30]([O:42][C:43](=[O:45])[CH3:44])[C@@H:29]1[O:46][C:47](=[O:49])[CH3:48])(=[O:25])[CH3:24]. The yield is 0.950. (4) The reactants are C(OC([NH:8][C:9]1[S:10][C:11]([Cl:74])=[C:12]([C:14](=[N:53][O:54]C(C2C=CC=CC=2)(C2C=CC=CC=2)C2C=CC=CC=2)[C:15]([NH:17][C@@H:18]2[C:25](=[O:26])[N:24]3[C@@H:19]2[S:20][CH2:21][C:22](/[CH:43]=[CH:44]/OS(C(F)(F)F)(=O)=O)=[C:23]3[C:27]([O:29]C(C2C=CC=CC=2)C2C=CC=CC=2)=[O:28])=[O:16])[N:13]=1)=O)(C)(C)C.[CH3:75][C:76]1[N:81]=[C:80]([S:82][CH2:83][CH2:84][NH:85]C(C2C=CC=CC=2)(C2C=CC=CC=2)C2C=CC=CC=2)[N:79]=[C:78]([SH:105])[CH:77]=1. No catalyst specified. The product is [NH2:8][C:9]1[S:10][C:11]([Cl:74])=[C:12]([C:14](=[N:53][OH:54])[C:15]([NH:17][C@@H:18]2[C:25](=[O:26])[N:24]3[C@@H:19]2[S:20][CH2:21][C:22](/[CH:43]=[CH:44]/[S:105][C:78]2[CH:77]=[C:76]([CH3:75])[N:81]=[C:80]([S:82][CH2:83][CH2:84][NH2:85])[N:79]=2)=[C:23]3[C:27]([OH:29])=[O:28])=[O:16])[N:13]=1. The yield is 0.0170. (5) The reactants are [CH3:1][O:2][C:3]([C:5]1[CH:14]=[C:13]([OH:15])[C:12]2[C:7](=[C:8]([O:17][CH2:18][C:19]3[CH:24]=[CH:23][CH:22]=[CH:21][CH:20]=3)[CH:9]=[C:10](Br)[CH:11]=2)[N:6]=1)=[O:4].COC1C=CC(B(O)O)=CC=1.B1([C:42]2[CH:47]=[CH:46][CH:45]=[N:44][CH:43]=2)OCCCO1. No catalyst specified. The product is [CH3:1][O:2][C:3]([C:5]1[CH:14]=[C:13]([OH:15])[C:12]2[C:7](=[C:8]([O:17][CH2:18][C:19]3[CH:24]=[CH:23][CH:22]=[CH:21][CH:20]=3)[CH:9]=[C:10]([C:42]3[CH:43]=[N:44][CH:45]=[CH:46][CH:47]=3)[CH:11]=2)[N:6]=1)=[O:4]. The yield is 0.560. (6) The catalyst is CN(C=O)C.C(Cl)Cl. The product is [Br:1][C:2]1[CH:10]=[C:9]2[C:5]([C:6]3[CH2:14][CH2:13][N:12]([C:15]([O:17][C:18]([CH3:21])([CH3:20])[CH3:19])=[O:16])[CH2:11][C:7]=3[N:8]2[CH3:24])=[CH:4][CH:3]=1. The reactants are [Br:1][C:2]1[CH:10]=[C:9]2[C:5]([C:6]3[CH2:14][CH2:13][N:12]([C:15]([O:17][C:18]([CH3:21])([CH3:20])[CH3:19])=[O:16])[CH2:11][C:7]=3[NH:8]2)=[CH:4][CH:3]=1.[H-].[Na+].[CH3:24]I. The yield is 0.860.